Dataset: Reaction yield outcomes from USPTO patents with 853,638 reactions. Task: Predict the reaction yield, written as a fraction of the theoretical maximum amount of product (1.0 means a 100% yield; for example, 0.34 means a 34% yield). (1) The reactants are [P:1]([Cl:6])([Cl:5])([O:3][CH3:4])=[O:2].[N:7]1[CH:12]=[CH:11][CH:10]=[CH:9][CH:8]=1. No catalyst specified. The product is [P:1]([Cl:6])([Cl:5])([O-:3])=[O:2].[CH3:4][N+:7]1[CH:12]=[CH:11][CH:10]=[CH:9][CH:8]=1. The yield is 0.600. (2) The reactants are [Br:1][C:2]1[CH:7]=[CH:6][CH:5]=[CH:4][C:3]=1/[CH:8]=[CH:9]/[C:10]1[C:18]2[C:13](=[CH:14][CH:15]=[CH:16][CH:17]=2)[NH:12][N:11]=1.[O:19]1[CH:24]=[CH:23][CH2:22][CH2:21][CH2:20]1.O.C1(C)C=CC(S(O)(=O)=O)=CC=1.C(=O)([O-])O.[Na+]. The catalyst is C1COCC1. The product is [Br:1][C:2]1[CH:7]=[CH:6][CH:5]=[CH:4][C:3]=1[CH:8]=[CH:9][C:10]1[C:18]2[C:13](=[CH:14][CH:15]=[CH:16][CH:17]=2)[N:12]([CH:20]2[CH2:21][CH2:22][CH2:23][CH2:24][O:19]2)[N:11]=1. The yield is 0.860.